Dataset: Forward reaction prediction with 1.9M reactions from USPTO patents (1976-2016). Task: Predict the product of the given reaction. (1) Given the reactants [C:1]([OH:4])(=[O:3])[CH3:2].[OH:5][C:6]1[CH:11]=[CH:10][C:9](B(O)O)=[CH:8][CH:7]=1.[C:28]1(P([C:28]2[CH:33]=[CH:32][CH:31]=[CH:30][CH:29]=2)[C:28]2[CH:33]=[CH:32][CH:31]=[CH:30][CH:29]=2)[CH:33]=[CH:32][CH:31]=[CH:30][CH:29]=1.C(=O)([O-])[O-:35].[Na+].[Na+].[CH2:40]1COC[CH2:41]1, predict the reaction product. The product is: [C:9]1([C:31]2[CH:30]=[CH:29][C:28]([OH:35])=[CH:33][CH:32]=2)[CH:10]=[CH:11][C:6]([O:5][CH2:2][C:1]([O:4][CH2:40][CH3:41])=[O:3])=[CH:7][CH:8]=1. (2) Given the reactants F[P-](F)(F)(F)(F)F.N1(OC(N(C)C)=[N+](C)C)C2N=CC=CC=2N=N1.[C:25]([O:29][C:30]([NH:32][C:33]1([C:48]([OH:50])=O)[CH2:38][CH2:37][N:36]([C:39]2[C:40]3[CH:47]=[CH:46][NH:45][C:41]=3[N:42]=[CH:43][N:44]=2)[CH2:35][CH2:34]1)=[O:31])([CH3:28])([CH3:27])[CH3:26].C(N(C(C)C)C(C)C)C.[NH2:60][CH:61]([C:67]1[CH:72]=[CH:71][C:70]([Cl:73])=[CH:69][CH:68]=1)[CH2:62][S:63]([NH2:66])(=[O:65])=[O:64], predict the reaction product. The product is: [Cl:73][C:70]1[CH:69]=[CH:68][C:67]([CH:61]([NH:60][C:48]([C:33]2([NH:32][C:30](=[O:31])[O:29][C:25]([CH3:26])([CH3:27])[CH3:28])[CH2:34][CH2:35][N:36]([C:39]3[C:40]4[CH:47]=[CH:46][NH:45][C:41]=4[N:42]=[CH:43][N:44]=3)[CH2:37][CH2:38]2)=[O:50])[CH2:62][S:63](=[O:64])(=[O:65])[NH2:66])=[CH:72][CH:71]=1. (3) Given the reactants [Br:1][C:2]1[CH:3]=[C:4]([CH:9]=[CH:10][C:11]=1I)[C:5]([O:7][CH3:8])=[O:6].[C:13]([O:17][CH3:18])(=[O:16])[CH:14]=[CH2:15].C(=O)([O-])[O-].[K+].[K+].C(OCC)(=O)C, predict the reaction product. The product is: [Br:1][C:2]1[CH:3]=[C:4]([CH:9]=[CH:10][C:11]=1/[CH:15]=[CH:14]/[C:13]([O:17][CH3:18])=[O:16])[C:5]([O:7][CH3:8])=[O:6].